From a dataset of Full USPTO retrosynthesis dataset with 1.9M reactions from patents (1976-2016). Predict the reactants needed to synthesize the given product. (1) Given the product [C:22]([O:21][C:19](=[O:20])[NH:15][CH2:14][C:13]1[CH:16]=[CH:17][CH:18]=[C:11]([CH2:10][Cl:9])[CH:12]=1)([CH3:25])([CH3:24])[CH3:23], predict the reactants needed to synthesize it. The reactants are: C(N(CC)CC)C.Cl.[Cl:9][CH2:10][C:11]1[CH:12]=[C:13]([CH:16]=[CH:17][CH:18]=1)[CH2:14][NH2:15].[C:19](O[C:19]([O:21][C:22]([CH3:25])([CH3:24])[CH3:23])=[O:20])([O:21][C:22]([CH3:25])([CH3:24])[CH3:23])=[O:20]. (2) The reactants are: [CH3:1][O:2][C:3]([C:5]1[C:10]([Br:11])=[C:9](Cl)[CH:8]=[C:7]([Cl:13])[N:6]=1)=[O:4].C1(CN)CC1.C([N:22]([CH:25]([CH3:27])[CH3:26])CC)(C)C.O. Given the product [CH3:1][O:2][C:3]([C:5]1[C:10]([Br:11])=[C:9]([NH:22][CH:25]2[CH2:27][CH2:26]2)[CH:8]=[C:7]([Cl:13])[N:6]=1)=[O:4], predict the reactants needed to synthesize it. (3) Given the product [Cl:36][C:33]1[N:32]=[CH:31][C:30]([CH2:29][C:6]([C:2]2[O:1][CH:5]=[CH:4][CH:3]=2)=[O:7])=[CH:35][CH:34]=1, predict the reactants needed to synthesize it. The reactants are: [O:1]1[CH:5]=[CH:4][CH:3]=[C:2]1[CH:6]=[O:7].C[Si](C#N)(C)C.C[Si]([N-][Si](C)(C)C)(C)C.[Li+].CS(O[CH2:29][C:30]1[CH:31]=[N:32][C:33]([Cl:36])=[CH:34][CH:35]=1)(=O)=O.[F-].C([N+](CCCC)(CCCC)CCCC)CCC. (4) Given the product [OH:24][CH2:23][CH2:22][N:21]([CH3:20])[C:7]1[CH:8]=[C:9]2[C:14](=[CH:15][CH:16]=1)[CH:13]=[C:12]([C:17](=[O:19])[CH3:18])[CH:11]=[CH:10]2, predict the reactants needed to synthesize it. The reactants are: OS([O-])=O.[Na+].O[C:7]1[CH:8]=[C:9]2[C:14](=[CH:15][CH:16]=1)[CH:13]=[C:12]([C:17](=[O:19])[CH3:18])[CH:11]=[CH:10]2.[CH3:20][NH:21][CH2:22][CH2:23][OH:24]. (5) Given the product [C:38]([O:43][CH2:44][S:11]/[C:10](=[N:9]\[C:3]1[C:4]([CH3:8])=[CH:5][CH:6]=[CH:7][C:2]=1[CH3:1])/[NH:12][CH:13]1[CH2:15][CH:14]1[C:16]1[CH:17]=[CH:18][C:19]([C:22]2[N:26]=[CH:25][N:24]([C:27]3[CH:28]=[CH:29][C:30]([O:33][C:34]([F:36])([F:37])[F:35])=[CH:31][CH:32]=3)[N:23]=2)=[CH:20][CH:21]=1)(=[O:42])[CH:39]([CH3:41])[CH3:40], predict the reactants needed to synthesize it. The reactants are: [CH3:1][C:2]1[CH:7]=[CH:6][CH:5]=[C:4]([CH3:8])[C:3]=1[NH:9][C:10]([NH:12][CH:13]1[CH2:15][CH:14]1[C:16]1[CH:21]=[CH:20][C:19]([C:22]2[N:26]=[CH:25][N:24]([C:27]3[CH:32]=[CH:31][C:30]([O:33][C:34]([F:37])([F:36])[F:35])=[CH:29][CH:28]=3)[N:23]=2)=[CH:18][CH:17]=1)=[S:11].[C:38]([O:43][CH2:44]Cl)(=[O:42])[CH:39]([CH3:41])[CH3:40]. (6) Given the product [Cl:18][C:19]1[C:20]([C:25]2[N:29]([CH2:30][C:31]([F:32])([F:33])[F:34])[N:28]=[CH:27][C:26]=2[C:35]([NH:1][C:2]2[C:3]([C:4](=[O:5])[NH:6][CH3:7])=[CH:8][C:9]([N:13]3[CH:17]=[N:16][CH:15]=[N:14]3)=[CH:10][C:11]=2[CH3:12])=[O:36])=[N:21][CH:22]=[CH:23][CH:24]=1, predict the reactants needed to synthesize it. The reactants are: [NH2:1][C:2]1[C:11]([CH3:12])=[CH:10][C:9]([N:13]2[CH:17]=[N:16][CH:15]=[N:14]2)=[CH:8][C:3]=1[C:4]([NH:6][CH3:7])=[O:5].[Cl:18][C:19]1[C:20]([C:25]2[N:29]([CH2:30][C:31]([F:34])([F:33])[F:32])[N:28]=[CH:27][C:26]=2[C:35](Cl)=[O:36])=[N:21][CH:22]=[CH:23][CH:24]=1. (7) The reactants are: Br[C:2]1[CH:3]=[C:4]([NH:10][C:11]2[CH:16]=[CH:15][C:14]([N:17]3[CH2:22][CH2:21][N:20]([CH:23]4[CH2:26][O:25][CH2:24]4)[CH2:19][C@@H:18]3[CH2:27][CH3:28])=[CH:13][N:12]=2)[C:5](=[O:9])[N:6]([CH3:8])[CH:7]=1.[C:29]([O:32][CH2:33][C:34]1[C:39](B2OC(C)(C)C(C)(C)O2)=[CH:38][C:37]([F:49])=[CH:36][C:35]=1[N:50]1[C:62](=[O:63])[C:61]2[S:60][C:59]3[CH2:58][CH2:57][CH2:56][CH2:55][C:54]=3[C:53]=2[CH:52]=[N:51]1)(=[O:31])[CH3:30].[O-]P([O-])([O-])=O.[K+].[K+].[K+].C([O-])(=O)C.[Na+]. Given the product [C:29]([O:32][CH2:33][C:34]1[C:35]([N:50]2[C:62](=[O:63])[C:61]3[S:60][C:59]4[CH2:58][CH2:57][CH2:56][CH2:55][C:54]=4[C:53]=3[CH:52]=[N:51]2)=[CH:36][C:37]([F:49])=[CH:38][C:39]=1[C:2]1[CH:3]=[C:4]([NH:10][C:11]2[CH:16]=[CH:15][C:14]([N:17]3[CH2:22][CH2:21][N:20]([CH:23]4[CH2:26][O:25][CH2:24]4)[CH2:19][C@@H:18]3[CH2:27][CH3:28])=[CH:13][N:12]=2)[C:5](=[O:9])[N:6]([CH3:8])[CH:7]=1)(=[O:31])[CH3:30], predict the reactants needed to synthesize it. (8) Given the product [Cl:1][C:2]1[CH:9]=[CH:8][C:5]([C:6]#[N:7])=[C:4]([O:10][C:11]2[CH:16]=[CH:15][CH:14]=[C:13]([CH:17]=[O:18])[C:12]=2[O:19][CH2:21][CH2:22][F:23])[CH:3]=1, predict the reactants needed to synthesize it. The reactants are: [Cl:1][C:2]1[CH:9]=[CH:8][C:5]([C:6]#[N:7])=[C:4]([O:10][C:11]2[CH:16]=[CH:15][CH:14]=[C:13]([CH:17]=[O:18])[C:12]=2[OH:19])[CH:3]=1.Br[CH2:21][CH2:22][F:23].C(=O)([O-])[O-].[Cs+].[Cs+].[OH-].[Na+].